This data is from Forward reaction prediction with 1.9M reactions from USPTO patents (1976-2016). The task is: Predict the product of the given reaction. (1) Given the reactants [CH:1]([N:5]1[CH:10]=[CH:9][C:8]([O:11][CH3:12])=[C:7]([C:13]#[N:14])[C:6]1=[O:15])([CH2:3][CH3:4])[CH3:2].[Br:16]N1C(=O)CCC1=O.CN(C)C=O, predict the reaction product. The product is: [Br:16][C:9]1[C:8]([O:11][CH3:12])=[C:7]([C:13]#[N:14])[C:6](=[O:15])[N:5]([CH:1]([CH2:3][CH3:4])[CH3:2])[CH:10]=1. (2) Given the reactants C[O:2][CH:3]([O:24]C)[CH2:4][CH2:5][CH2:6][C:7]1[CH:12]=[CH:11][C:10]([O:13][CH2:14][CH2:15][CH2:16][N:17]2[CH2:23][CH2:22][CH2:21][CH2:20][CH2:19][CH2:18]2)=[CH:9][CH:8]=1, predict the reaction product. The product is: [C:3]([OH:24])(=[O:2])[CH3:4].[N:17]1([CH2:16][CH2:15][CH2:14][O:13][C:10]2[CH:9]=[CH:8][C:7]([CH2:6][CH2:5][CH2:4][CH:3]=[O:2])=[CH:12][CH:11]=2)[CH2:23][CH2:22][CH2:21][CH2:20][CH2:19][CH2:18]1. (3) Given the reactants [NH2:1][CH:2]([CH3:7])[CH2:3][C:4]([OH:6])=[O:5].O.[OH-].[Na+].[CH3:11][O:12][C:13]1[CH:18]=[C:17]([CH2:19][O:20][C:21](Cl)=[O:22])[C:16]([N+:24]([O-:26])=[O:25])=[CH:15][C:14]=1[O:27][CH3:28], predict the reaction product. The product is: [CH3:28][O:27][C:14]1[C:13]([O:12][CH3:11])=[CH:18][C:17]([CH2:19][O:20][C:21]([NH:1][CH:2]([CH3:7])[CH2:3][C:4]([OH:6])=[O:5])=[O:22])=[C:16]([N+:24]([O-:26])=[O:25])[CH:15]=1. (4) Given the reactants [O:1]1[CH:5]=[CH:4][CH:3]=[C:2]1[C:6]1[O:7][C:8]([CH3:38])=[C:9]([CH2:11][O:12][C:13]2[CH:18]=[CH:17][C:16]([CH2:19][C:20]([O:22][CH:23]([C:30](=O)[C:31]3[CH:36]=[CH:35][CH:34]=[CH:33][CH:32]=3)[CH2:24][CH2:25][C:26]([O:28][CH3:29])=[O:27])=O)=[CH:15][CH:14]=2)[N:10]=1.C([O-])(=O)C.[NH4+:43].C(O)(=O)C, predict the reaction product. The product is: [O:1]1[CH:5]=[CH:4][CH:3]=[C:2]1[C:6]1[O:7][C:8]([CH3:38])=[C:9]([CH2:11][O:12][C:13]2[CH:18]=[CH:17][C:16]([CH2:19][C:20]3[O:22][C:23]([CH2:24][CH2:25][C:26]([O:28][CH3:29])=[O:27])=[C:30]([C:31]4[CH:36]=[CH:35][CH:34]=[CH:33][CH:32]=4)[N:43]=3)=[CH:15][CH:14]=2)[N:10]=1. (5) Given the reactants [CH3:1][C:2]1[N:3]=[C:4]([NH2:7])[S:5][CH:6]=1.Cl[C:9]1[CH:14]=[C:13]([O:15][CH:16]2[CH2:21][CH2:20][CH2:19][CH2:18][CH2:17]2)[CH:12]=[CH:11][N:10]=1.P([O-])([O-])([O-])=O.[K+].[K+].[K+].O, predict the reaction product. The product is: [CH:16]1([O:15][C:13]2[CH:12]=[CH:11][N:10]=[C:9]([NH:7][C:4]3[S:5][CH:6]=[C:2]([CH3:1])[N:3]=3)[CH:14]=2)[CH2:17][CH2:18][CH2:19][CH2:20][CH2:21]1. (6) Given the reactants [OH:1][C:2]1[CH:7]=[CH:6][N:5]=[CH:4][CH:3]=1.[CH2:8]([CH:10]1[CH2:15][CH2:14][CH:13](O)[CH2:12][CH2:11]1)[CH3:9].C1C=CC(P(C2C=CC=CC=2)C2C=CC=CC=2)=CC=1.CC(OC(/N=N/C(OC(C)C)=O)=O)C, predict the reaction product. The product is: [CH2:8]([CH:10]1[CH2:15][CH2:14][CH:13]([O:1][C:2]2[CH:7]=[CH:6][N:5]=[CH:4][CH:3]=2)[CH2:12][CH2:11]1)[CH3:9]. (7) Given the reactants [CH3:1][C:2]1[N:3]([CH3:20])[N:4]=[C:5]2[C:10]=1[C:9]1[C:11](=[CH:14][CH2:15][NH:16][C:17](=[O:19])[CH3:18])[CH2:12][CH2:13][C:8]=1[CH:7]=[CH:6]2, predict the reaction product. The product is: [CH3:1][C:2]1[N:3]([CH3:20])[N:4]=[C:5]2[C:10]=1[C:9]1[CH:11]([CH2:14][CH2:15][NH:16][C:17](=[O:19])[CH3:18])[CH2:12][CH2:13][C:8]=1[CH:7]=[CH:6]2.